Dataset: Reaction yield outcomes from USPTO patents with 853,638 reactions. Task: Predict the reaction yield, written as a fraction of the theoretical maximum amount of product (1.0 means a 100% yield; for example, 0.34 means a 34% yield). (1) The reactants are [Cl:1][C:2]1[CH:13]=[CH:12][C:5]2[NH:6][C:7](=[O:11])[O:8][C:9](=[O:10])[C:4]=2[CH:3]=1.[H-].[Na+].[CH2:16](Br)[C:17]1[CH:22]=[CH:21][CH:20]=[CH:19][CH:18]=1. The catalyst is CN(C=O)C. The product is [CH2:16]([N:6]1[C:5]2[CH:12]=[CH:13][C:2]([Cl:1])=[CH:3][C:4]=2[C:9](=[O:10])[O:8][C:7]1=[O:11])[C:17]1[CH:22]=[CH:21][CH:20]=[CH:19][CH:18]=1. The yield is 0.900. (2) The reactants are [F:1][C:2]1([F:33])[O:6][C:5]2[CH:7]=[C:8]([OH:32])[C:9]([C:11]3(O)[C:19]4[C:14](=[CH:15][CH:16]=[CH:17][CH:18]=4)[N:13]([CH2:20][C:21]4[O:22][C:23]([C:26]([F:29])([F:28])[F:27])=[CH:24][CH:25]=4)[C:12]3=[O:30])=[CH:10][C:4]=2[O:3]1.C([SiH](CC)CC)C.FC(F)(F)C(O)=O. The catalyst is ClCCl. The product is [F:33][C:2]1([F:1])[O:6][C:5]2[CH:7]=[C:8]([OH:32])[C:9]([CH:11]3[C:19]4[C:14](=[CH:15][CH:16]=[CH:17][CH:18]=4)[N:13]([CH2:20][C:21]4[O:22][C:23]([C:26]([F:28])([F:29])[F:27])=[CH:24][CH:25]=4)[C:12]3=[O:30])=[CH:10][C:4]=2[O:3]1. The yield is 0.750. (3) The product is [Cl:22][C:16]1[CH:17]=[C:18]([Cl:21])[CH:19]=[CH:20][C:15]=1[N:11]1[C:8]2=[N:9][C:10]3[C:6](=[C:5]([C:23]([O:25][CH3:26])=[O:24])[CH:4]=[CH:3][C:2]=3[O:28][CH3:27])[N:7]2[CH2:14][CH2:13][CH2:12]1. The reactants are Br[C:2]1[CH:3]=[CH:4][C:5]([C:23]([O:25][CH3:26])=[O:24])=[C:6]2[C:10]=1[N:9]=[C:8]1[N:11]([C:15]3[CH:20]=[CH:19][C:18]([Cl:21])=[CH:17][C:16]=3[Cl:22])[CH2:12][CH2:13][CH2:14][N:7]21.[CH3:27][O-:28].[Na+].CO. The yield is 0.310. The catalyst is [Cu]I.CN(C)C=O. (4) The yield is 0.900. The product is [C:42]([O:46][C:47](=[O:63])[CH:48]([N:49]=[C:50]([C:51]1[CH:52]=[CH:53][CH:54]=[CH:55][CH:56]=1)[C:57]1[CH:58]=[CH:59][CH:60]=[CH:61][CH:62]=1)[CH2:65][C:66]1[CH:71]=[C:70]([O:72][CH3:73])[CH:69]=[CH:68][C:67]=1[F:74])([CH3:45])([CH3:43])[CH3:44]. The catalyst is ClCCl.CCOCC. The reactants are S([O-])([O-])(=O)=O.C([N+](CCCC)(CCCC)CCCC)CCC.C([N+](CCCC)(CCCC)CCCC)CCC.[OH-].[Na+].[C:42]([O:46][C:47](=[O:63])[CH2:48][N:49]=[C:50]([C:57]1[CH:62]=[CH:61][CH:60]=[CH:59][CH:58]=1)[C:51]1[CH:56]=[CH:55][CH:54]=[CH:53][CH:52]=1)([CH3:45])([CH3:44])[CH3:43].Br[CH2:65][C:66]1[CH:71]=[C:70]([O:72][CH3:73])[CH:69]=[CH:68][C:67]=1[F:74].